This data is from Forward reaction prediction with 1.9M reactions from USPTO patents (1976-2016). The task is: Predict the product of the given reaction. (1) The product is: [Cl:1][C:2]1[CH:9]=[CH:8][C:7]([O:10][CH3:11])=[CH:6][C:3]=1[CH:4]1[C:20]([C:21]([O:23][CH2:24][CH3:25])=[O:22])=[C:19]([CH2:26][CH2:27][CH3:28])[NH:12][C:13]2=[N:14][NH:15][CH:16]=[C:17]12. Given the reactants [Cl:1][C:2]1[CH:9]=[CH:8][C:7]([O:10][CH3:11])=[CH:6][C:3]=1[CH:4]=O.[NH2:12][C:13]1[CH:17]=[CH:16][NH:15][N:14]=1.O=[C:19]([CH2:26][CH2:27][CH3:28])[CH2:20][C:21]([O:23][CH2:24][CH3:25])=[O:22], predict the reaction product. (2) Given the reactants [CH2:1]([C:4]1[C:9]([O:10][CH2:11][CH2:12][CH2:13][O:14][C:15]2[CH:20]=[C:19]([OH:21])[C:18]([C:22]3[CH:27]=[CH:26][C:25]([F:28])=[CH:24][CH:23]=3)=[CH:17][C:16]=2[CH2:29][CH3:30])=[CH:8][CH:7]=[CH:6][C:5]=1[S:31]([C:33]1[CH:41]=[CH:40][CH:39]=[CH:38][C:34]=1[C:35]([OH:37])=[O:36])=[O:32])[CH2:2][CH3:3].ClC1C=C(C=CC=1)C(OO)=[O:47], predict the reaction product. The product is: [OH2:10].[CH2:1]([C:4]1[C:9]([O:10][CH2:11][CH2:12][CH2:13][O:14][C:15]2[CH:20]=[C:19]([OH:21])[C:18]([C:22]3[CH:27]=[CH:26][C:25]([F:28])=[CH:24][CH:23]=3)=[CH:17][C:16]=2[CH2:29][CH3:30])=[CH:8][CH:7]=[CH:6][C:5]=1[S:31]([C:33]1[CH:41]=[CH:40][CH:39]=[CH:38][C:34]=1[C:35]([OH:37])=[O:36])(=[O:47])=[O:32])[CH2:2][CH3:3]. (3) Given the reactants [NH:1]1[CH2:11][CH2:10][CH:4]([C:5]([O:7][CH2:8][CH3:9])=[O:6])[CH2:3][CH2:2]1.[N:12]1[C:19](Cl)=[N:18][C:16](Cl)=[N:15][C:13]=1Cl, predict the reaction product. The product is: [N:12]1[C:19]([N:1]2[CH2:2][CH2:3][CH:4]([C:5]([O:7][CH2:8][CH3:9])=[O:6])[CH2:10][CH2:11]2)=[N:18][C:16]([N:1]2[CH2:2][CH2:3][CH:4]([C:5]([O:7][CH2:8][CH3:9])=[O:6])[CH2:10][CH2:11]2)=[N:15][C:13]=1[N:1]1[CH2:11][CH2:10][CH:4]([C:5]([O:7][CH2:8][CH3:9])=[O:6])[CH2:3][CH2:2]1. (4) The product is: [ClH:50].[NH2:32][C:28]1([C:25]2[CH:26]=[CH:27][C:22]([C:14]3[O:13][C:11]4[N:12]=[C:7]([N:4]5[CH2:5][CH2:6][C@@H:2]([OH:1])[CH2:3]5)[N:8]([CH3:41])[C:9](=[O:40])[C:10]=4[C:15]=3[C:16]3[CH:17]=[CH:18][CH:19]=[CH:20][CH:21]=3)=[CH:23][CH:24]=2)[CH2:31][CH2:30][CH2:29]1. Given the reactants [OH:1][C@@H:2]1[CH2:6][CH2:5][N:4]([C:7]2[N:8]([CH3:41])[C:9](=[O:40])[C:10]3[C:15]([C:16]4[CH:21]=[CH:20][CH:19]=[CH:18][CH:17]=4)=[C:14]([C:22]4[CH:27]=[CH:26][C:25]([C:28]5([NH:32]C(=O)OC(C)(C)C)[CH2:31][CH2:30][CH2:29]5)=[CH:24][CH:23]=4)[O:13][C:11]=3[N:12]=2)[CH2:3]1.FC(F)(F)C(O)=O.C(Cl)[Cl:50], predict the reaction product. (5) Given the reactants [CH:1]1[C:13]2[N:12]([C:14]3[CH:15]=[CH:16][C:17]4[NH:18][C:19]5[C:24]([C:25]=4[CH:26]=3)=[CH:23][CH:22]=[CH:21][CH:20]=5)[C:11]3[C:6](=[CH:7][CH:8]=[CH:9][CH:10]=3)[C:5]=2[CH:4]=[CH:3][CH:2]=1.Br[C:28]1[CH:29]=[CH:30][C:31]2[O:35][C:34]3[CH:36]=[CH:37][C:38]([C:40]#[N:41])=[CH:39][C:33]=3[C:32]=2[CH:42]=1.N1C2C(=CC=C3C=2N=CC=C3)C=CC=1.[O-]P([O-])([O-])=O.[K+].[K+].[K+], predict the reaction product. The product is: [CH:10]1[C:11]2[N:12]([C:14]3[CH:15]=[CH:16][C:17]4[N:18]([C:28]5[CH:29]=[CH:30][C:31]6[O:35][C:34]7[CH:36]=[CH:37][C:38]([C:40]#[N:41])=[CH:39][C:33]=7[C:32]=6[CH:42]=5)[C:19]5[C:24]([C:25]=4[CH:26]=3)=[CH:23][CH:22]=[CH:21][CH:20]=5)[C:13]3[C:5](=[CH:4][CH:3]=[CH:2][CH:1]=3)[C:6]=2[CH:7]=[CH:8][CH:9]=1. (6) Given the reactants C([Li])CCC.Br[C:7]1[CH:12]=[CH:11][C:10]([Br:13])=[CH:9][CH:8]=1.[C:14]1(=[O:18])[CH2:17][CH2:16][CH2:15]1, predict the reaction product. The product is: [Br:13][C:10]1[CH:11]=[CH:12][C:7]([C:14]2([OH:18])[CH2:17][CH2:16][CH2:15]2)=[CH:8][CH:9]=1. (7) The product is: [F:18][C:13]1[CH:12]=[C:11]([NH:10][C:8]([C:3]2[C:4]([CH3:7])=[N:5][S:6][C:2]=2[NH:1][C:20]2[N:25]=[N:24][C:23]([C:26]([NH:28][CH3:29])=[O:27])=[CH:22][CH:21]=2)=[O:9])[CH:16]=[CH:15][C:14]=1[F:17]. Given the reactants [NH2:1][C:2]1[S:6][N:5]=[C:4]([CH3:7])[C:3]=1[C:8]([NH:10][C:11]1[CH:16]=[CH:15][C:14]([F:17])=[C:13]([F:18])[CH:12]=1)=[O:9].Br[C:20]1[N:25]=[N:24][C:23]([C:26]([NH:28][CH3:29])=[O:27])=[CH:22][CH:21]=1.C(=O)([O-])[O-].[Cs+].[Cs+].CC1(C)C2C(=C(P(C3C=CC=CC=3)C3C=CC=CC=3)C=CC=2)OC2C(P(C3C=CC=CC=3)C3C=CC=CC=3)=CC=CC1=2, predict the reaction product. (8) Given the reactants [NH2:1][C:2]1[N:7]=[CH:6][N:5]=[C:4]([O:8][C:9]2[CH:14]=[CH:13][C:12]([NH:15]C(=O)C)=[CH:11][C:10]=2[F:19])[CH:3]=1.Cl.C([O-])([O-])=O.[Na+].[Na+], predict the reaction product. The product is: [NH2:15][C:12]1[CH:13]=[CH:14][C:9]([O:8][C:4]2[N:5]=[CH:6][N:7]=[C:2]([NH2:1])[CH:3]=2)=[C:10]([F:19])[CH:11]=1. (9) Given the reactants Cl[C:2]1[C:11]([CH:12]2[CH2:16][CH2:15][CH2:14][N:13]2[C:17]([O:19][C:20]([CH3:23])([CH3:22])[CH3:21])=[O:18])=[CH:10][C:9]2[C:4](=[CH:5][C:6]([F:24])=[CH:7][CH:8]=2)[N:3]=1.C([Sn](CCCC)(CCCC)[C:30]1[CH:35]=[CH:34][CH:33]=[CH:32][N:31]=1)CCC, predict the reaction product. The product is: [F:24][C:6]1[CH:5]=[C:4]2[C:9]([CH:10]=[C:11]([CH:12]3[CH2:16][CH2:15][CH2:14][N:13]3[C:17]([O:19][C:20]([CH3:23])([CH3:22])[CH3:21])=[O:18])[C:2]([C:30]3[CH:35]=[CH:34][CH:33]=[CH:32][N:31]=3)=[N:3]2)=[CH:8][CH:7]=1.